From a dataset of Catalyst prediction with 721,799 reactions and 888 catalyst types from USPTO. Predict which catalyst facilitates the given reaction. (1) Reactant: Cl[C:2]1[CH:7]=[C:6](Cl)[N:5]=[CH:4][N:3]=1.[Cl:9][C:10]1[CH:11]=[C:12]([CH:14]=[CH:15][C:16]=1[O:17][CH3:18])[NH2:13].CCN(C(C)C)C(C)C.[CH:28]1([NH2:34])[CH2:33][CH2:32][CH2:31][CH2:30][CH2:29]1. Product: [Cl:9][C:10]1[CH:11]=[C:12]([NH:13][C:2]2[CH:7]=[C:6]([NH:34][CH:28]3[CH2:33][CH2:32][CH2:31][CH2:30][CH2:29]3)[N:5]=[CH:4][N:3]=2)[CH:14]=[CH:15][C:16]=1[O:17][CH3:18]. The catalyst class is: 114. (2) Reactant: [CH3:1][C:2]1([CH3:31])[C:10]2[C:5](=[CH:6][C:7]([C:11]#[C:12][C:13]3[CH:23]=[CH:22][C:16]([C:17]([O:19]CC)=[O:18])=[CH:15][CH:14]=3)=[CH:8][CH:9]=2)[C:4]([C:24]2[CH:29]=[CH:28][C:27]([CH3:30])=[CH:26][CH:25]=2)=[CH:3]1.O[Li].O. Product: [CH3:1][C:2]1([CH3:31])[C:10]2[C:5](=[CH:6][C:7]([C:11]#[C:12][C:13]3[CH:23]=[CH:22][C:16]([C:17]([OH:19])=[O:18])=[CH:15][CH:14]=3)=[CH:8][CH:9]=2)[C:4]([C:24]2[CH:25]=[CH:26][C:27]([CH3:30])=[CH:28][CH:29]=2)=[CH:3]1. The catalyst class is: 20. (3) Reactant: [C:1]1([O:11][CH2:12][C:13]([NH:15][C@H:16]([C:20]([NH:22][CH:23]([CH:32]([OH:35])[CH2:33][F:34])[CH2:24][C:25]([O:27][C:28]([CH3:31])([CH3:30])[CH3:29])=[O:26])=[O:21])[CH:17]([CH3:19])[CH3:18])=[O:14])[C:10]2[C:5](=[CH:6][CH:7]=[CH:8][CH:9]=2)[CH:4]=[CH:3][CH:2]=1.C[N+]1([O-])CCOCC1. Product: [C:1]1([O:11][CH2:12][C:13]([NH:15][C@H:16]([C:20]([NH:22][CH:23]([C:32](=[O:35])[CH2:33][F:34])[CH2:24][C:25]([O:27][C:28]([CH3:29])([CH3:31])[CH3:30])=[O:26])=[O:21])[CH:17]([CH3:18])[CH3:19])=[O:14])[C:10]2[C:5](=[CH:6][CH:7]=[CH:8][CH:9]=2)[CH:4]=[CH:3][CH:2]=1. The catalyst class is: 678.